From a dataset of Full USPTO retrosynthesis dataset with 1.9M reactions from patents (1976-2016). Predict the reactants needed to synthesize the given product. Given the product [Br:14][C:7]1[N:8]=[C:3]([C:2]([F:11])([F:10])[F:1])[CH:4]=[CH:5][N:6]=1, predict the reactants needed to synthesize it. The reactants are: [F:1][C:2]([F:11])([F:10])[C:3]1[NH:8][CH:7](O)[N:6]=[CH:5][CH:4]=1.P(Br)(Br)([Br:14])=O.CN(C)C1C=CC=CC=1.